Dataset: Full USPTO retrosynthesis dataset with 1.9M reactions from patents (1976-2016). Task: Predict the reactants needed to synthesize the given product. Given the product [ClH:30].[CH3:27][N:25]([CH3:26])[C:23]1[C:22]([CH3:28])=[CH:21][N:20]=[C:19]([NH:18][C@@H:15]2[CH2:16][CH2:17][C@H:12]([C:10]([NH:9][C@H:7]([C:4]3[CH:5]=[CH:6][C:1]([CH3:29])=[CH:2][CH:3]=3)[CH3:8])=[O:11])[CH2:13][CH2:14]2)[N:24]=1, predict the reactants needed to synthesize it. The reactants are: [C:1]1([CH3:29])[CH:6]=[CH:5][C:4]([C@@H:7]([NH:9][C:10]([C@H:12]2[CH2:17][CH2:16][C@@H:15]([NH:18][C:19]3[N:24]=[C:23]([N:25]([CH3:27])[CH3:26])[C:22]([CH3:28])=[CH:21][N:20]=3)[CH2:14][CH2:13]2)=[O:11])[CH3:8])=[CH:3][CH:2]=1.[ClH:30].